Task: Predict the reactants needed to synthesize the given product.. Dataset: Full USPTO retrosynthesis dataset with 1.9M reactions from patents (1976-2016) Given the product [CH2:12]([N:5]1[CH:6]=[CH:7][CH:8]=[C:3]([O:2][CH3:1])[C:4]1=[O:9])[C:11]#[CH:10], predict the reactants needed to synthesize it. The reactants are: [CH3:1][O:2][C:3]1[C:4](=[O:9])[NH:5][CH:6]=[CH:7][CH:8]=1.[CH2:10](Br)[C:11]#[CH:12].C([O-])([O-])=O.[K+].[K+].C(Cl)Cl.